Dataset: Full USPTO retrosynthesis dataset with 1.9M reactions from patents (1976-2016). Task: Predict the reactants needed to synthesize the given product. (1) Given the product [F:1][C:2]1[C:7]([F:8])=[CH:6][C:5]([C:9]2[CH:10]=[CH:11][C:12]([O:15][CH2:16][C:17]3[CH:18]=[CH:19][C:20]4[O:24][N:23]=[C:22]([NH:25][CH2:26][CH3:27])[C:21]=4[CH:30]=3)=[CH:13][CH:14]=2)=[C:4]([O:31][CH3:32])[CH:3]=1, predict the reactants needed to synthesize it. The reactants are: [F:1][C:2]1[C:7]([F:8])=[CH:6][C:5]([C:9]2[CH:14]=[CH:13][C:12]([O:15][CH2:16][C:17]3[CH:18]=[CH:19][C:20]4[O:24][N:23]=[C:22]([NH:25][CH2:26][CH2:27]OC)[C:21]=4[CH:30]=3)=[CH:11][CH:10]=2)=[C:4]([O:31][CH3:32])[CH:3]=1.C(OC(=O)N(C1C2C=C(COC3C=CC(C4C=C(F)C(F)=CC=4OC)=CC=3)C=CC=2ON=1)CC)(C)(C)C. (2) Given the product [CH:22]1([CH2:21][N:17]2[C:18]3[C:13](=[C:12]([OH:35])[C:11]([C:9]([NH:8][CH2:7][CH2:6][CH2:5][C:4]([OH:36])=[O:3])=[O:10])=[N:20][CH:19]=3)[CH:14]=[C:15]([C:29]3[CH:30]=[CH:31][CH:32]=[CH:33][CH:34]=3)[C:16]2=[O:28])[CH2:23][CH2:24][CH2:25][CH2:26][CH2:27]1, predict the reactants needed to synthesize it. The reactants are: C([O:3][C:4](=[O:36])[CH2:5][CH2:6][CH2:7][NH:8][C:9]([C:11]1[C:12]([OH:35])=[C:13]2[C:18](=[CH:19][N:20]=1)[N:17]([CH2:21][CH:22]1[CH2:27][CH2:26][CH2:25][CH2:24][CH2:23]1)[C:16](=[O:28])[C:15]([C:29]1[CH:34]=[CH:33][CH:32]=[CH:31][CH:30]=1)=[CH:14]2)=[O:10])C.[OH-].[Na+].CO.C1COCC1. (3) Given the product [CH3:37][N:36]([CH3:38])[CH2:33][C:34]#[C:35][C:2]1[CH:3]=[C:4]([NH:12][C:13]2[N:14]=[CH:15][C:16]3[CH2:17][C:18](=[O:32])[NH:19][C:20]4[CH:27]=[C:26]([C:28]([F:31])([F:29])[F:30])[CH:25]=[CH:24][C:21]=4[C:22]=3[N:23]=2)[C:5]([C:8]([F:11])([F:9])[F:10])=[N:6][CH:7]=1, predict the reactants needed to synthesize it. The reactants are: Cl[C:2]1[CH:3]=[C:4]([NH:12][C:13]2[N:14]=[CH:15][C:16]3[CH2:17][C:18](=[O:32])[NH:19][C:20]4[CH:27]=[C:26]([C:28]([F:31])([F:30])[F:29])[CH:25]=[CH:24][C:21]=4[C:22]=3[N:23]=2)[C:5]([C:8]([F:11])([F:10])[F:9])=[N:6][CH:7]=1.[CH2:33]([N:36]([CH3:38])[CH3:37])[C:34]#[CH:35].C(=O)([O-])[O-].[Cs+].[Cs+].CC(C1C=C(C(C)C)C(C2C=CC=CC=2P(C2CCCCC2)C2CCCCC2)=C(C(C)C)C=1)C. (4) Given the product [Cl:1][C:2]1[CH:3]=[C:4]2[C:8](=[CH:9][CH:10]=1)[N:7]([CH2:12][C:13]1[CH:18]=[CH:17][CH:16]=[CH:15][CH:14]=1)[C:6]([CH3:11])=[CH:5]2, predict the reactants needed to synthesize it. The reactants are: [Cl:1][C:2]1[CH:3]=[C:4]2[C:8](=[CH:9][CH:10]=1)[NH:7][C:6]([CH3:11])=[CH:5]2.[CH2:12](Br)[C:13]1[CH:18]=[CH:17][CH:16]=[CH:15][CH:14]=1.[OH-].[K+]. (5) Given the product [CH3:8][C:6]1[CH:7]=[C:2]([C:21]2[CH:22]=[CH:23][C:15]3[N:14]([CH3:13])[CH2:19][CH2:18][O:17][C:16]=3[CH:20]=2)[C:3]2[N:4]([N:9]=[C:10]([NH2:12])[N:11]=2)[CH:5]=1, predict the reactants needed to synthesize it. The reactants are: Br[C:2]1[C:3]2[N:4]([N:9]=[C:10]([NH2:12])[N:11]=2)[CH:5]=[C:6]([CH3:8])[CH:7]=1.[CH3:13][N:14]1[CH2:19][CH2:18][O:17][C:16]2[CH:20]=[C:21](B3OC(C)(C)C(C)(C)O3)[CH:22]=[CH:23][C:15]1=2. (6) Given the product [CH2:45]([N:44]([CH2:47][CH3:48])[CH2:42][CH2:41][O:10][C:8]1[CH:7]=[CH:6][C:36]([CH2:37][CH2:32][CH2:31][NH:3][C:4]2[CH:9]=[C:8]([O:10][CH3:11])[C:7]([O:12][CH3:13])=[CH:6][C:5]=2[C@@H:14]2[CH2:23][CH2:22][C:21]3[CH:20]=[C:19]([OH:24])[CH:18]=[CH:17][C:16]=3[CH2:15]2)=[CH:35][CH:34]=1)[CH3:46], predict the reactants needed to synthesize it. The reactants are: C([N:3]([C:31](=O)[C:32]1[CH:37]=[CH:36][C:35](O)=[CH:34]C=1)[C:4]1[CH:9]=[C:8]([O:10][CH3:11])[C:7]([O:12][CH3:13])=[CH:6][C:5]=1[C:14]1[CH:15]=[C:16]2[C:21](=[CH:22][CH:23]=1)[CH2:20][C@H:19]([O:24]C(=O)C(C)(C)C)[CH2:18][CH2:17]2)C.Cl[CH2:41][C:42]([N:44]([CH2:47][CH3:48])[CH2:45][CH3:46])=O. (7) Given the product [CH:13]([C:12]1[N:9]=[C:8]([N:5]2[CH2:6][CH2:7][CH:2]([OH:1])[CH2:3][CH2:4]2)[O:10][N:11]=1)([CH3:15])[CH3:14], predict the reactants needed to synthesize it. The reactants are: [OH:1][CH:2]1[CH2:7][CH2:6][N:5]([C:8]#[N:9])[CH2:4][CH2:3]1.[OH:10]/[N:11]=[C:12](/N)\[CH:13]([CH3:15])[CH3:14]. (8) Given the product [NH2:1][C:4]1[CH:5]=[C:6]2[C:11](=[CH:12][CH:13]=1)[N:10]=[CH:9][CH:8]=[N:7]2, predict the reactants needed to synthesize it. The reactants are: [N+:1]([C:4]1[CH:5]=[C:6]2[C:11](=[CH:12][CH:13]=1)[N:10]=[CH:9][CH:8]=[N:7]2)([O-])=O.CS(C)=O. (9) Given the product [CH3:12][S:13]([NH:16][CH2:17][CH2:18][NH:19][C:20]([C:22]1[C:23]([C:34]2[CH:39]=[CH:38][CH:37]=[CH:36][C:35]=2[Br:40])=[CH:24][C:25]2[CH:30]=[N:29][C:28]([NH:48][C:47]3[CH:49]=[CH:50][CH:51]=[C:45]([S:44][CH2:43][CH2:42][OH:41])[CH:46]=3)=[N:27][C:26]=2[N:33]=1)=[O:21])(=[O:14])=[O:15], predict the reactants needed to synthesize it. The reactants are: ClC1C=CC=C(C(OO)=O)C=1.[CH3:12][S:13]([NH:16][CH2:17][CH2:18][NH:19][C:20]([C:22]1[C:23]([C:34]2[CH:39]=[CH:38][CH:37]=[CH:36][C:35]=2[Br:40])=[CH:24][C:25]2[CH:30]=[N:29][C:28](SC)=[N:27][C:26]=2[N:33]=1)=[O:21])(=[O:15])=[O:14].[OH:41][CH2:42][CH2:43][S:44][C:45]1[CH:46]=[C:47]([CH:49]=[CH:50][CH:51]=1)[NH2:48].